This data is from Forward reaction prediction with 1.9M reactions from USPTO patents (1976-2016). The task is: Predict the product of the given reaction. (1) Given the reactants CS([C:5]1[N:6]=[C:7]([CH3:16])[C:8]2[CH:14]=[CH:13][C:12](=[O:15])[NH:11][C:9]=2[N:10]=1)(=O)=O.[C:17]1([N:27]2[CH2:32][CH2:31][N:30]([CH2:33][CH2:34][CH2:35][CH2:36][OH:37])[CH2:29][CH2:28]2)[C:26]2[C:21](=[CH:22][CH:23]=[CH:24][CH:25]=2)[CH:20]=[CH:19][CH:18]=1.CC(C)([O-])C.[Na+], predict the reaction product. The product is: [CH3:16][C:7]1[C:8]2[CH:14]=[CH:13][C:12](=[O:15])[NH:11][C:9]=2[N:10]=[C:5]([O:37][CH2:36][CH2:35][CH2:34][CH2:33][N:30]2[CH2:31][CH2:32][N:27]([C:17]3[C:26]4[C:21](=[CH:22][CH:23]=[CH:24][CH:25]=4)[CH:20]=[CH:19][CH:18]=3)[CH2:28][CH2:29]2)[N:6]=1. (2) Given the reactants [NH:1]1[C:9]2[C:4](=[CH:5][CH:6]=[CH:7][CH:8]=2)[CH2:3][CH2:2]1.[CH:10]1([N:18]=[C:19]=[O:20])[CH2:17][CH2:16][CH2:15][CH2:14][CH2:13][CH2:12][CH2:11]1, predict the reaction product. The product is: [CH:10]1([NH:18][C:19]([N:1]2[C:9]3[C:4](=[CH:5][CH:6]=[CH:7][CH:8]=3)[CH2:3][CH2:2]2)=[O:20])[CH2:17][CH2:16][CH2:15][CH2:14][CH2:13][CH2:12][CH2:11]1. (3) Given the reactants [Cl:1][C:2]1[CH:10]=[CH:9][C:8]([C:11]2[N:12]([C:22]([O:24][C:25]([CH3:28])([CH3:27])[CH3:26])=[O:23])[C:13]3[C:18]([CH:19]=2)=[CH:17][C:16]([CH:20]=O)=[CH:15][CH:14]=3)=[C:7]2[C:3]=1[CH2:4][NH:5][C:6]2=[O:29].[NH:30]1[CH2:38][CH2:37][CH:33]([C:34](N)=[O:35])[CH2:32][CH2:31]1.[C:39](O)(=[O:41])C.C(O[BH-](OC(=O)C)OC(=O)C)(=O)C.[Na+].C(=O)([O-])[O-].[Na+].[Na+], predict the reaction product. The product is: [Cl:1][C:2]1[CH:10]=[CH:9][C:8]([C:11]2[N:12]([C:22]([O:24][C:25]([CH3:26])([CH3:27])[CH3:28])=[O:23])[C:13]3[C:18]([CH:19]=2)=[CH:17][C:16]([CH2:20][N:30]2[CH2:38][CH2:37][CH:33]([C:34]([O:41][CH3:39])=[O:35])[CH2:32][CH2:31]2)=[CH:15][CH:14]=3)=[C:7]2[C:3]=1[CH2:4][NH:5][C:6]2=[O:29]. (4) Given the reactants [CH:1]1([CH2:4][N:5]2[C:9]3[CH:10]=[CH:11][C:12]([NH2:14])=[CH:13][C:8]=3[N:7]=[CH:6]2)[CH2:3][CH2:2]1.C(O[CH:18]=[C:19]([C:25](=[O:32])[NH:26][C:27](OCC)=[O:28])[C:20]([O:22][CH2:23][CH3:24])=[O:21])C, predict the reaction product. The product is: [CH:1]1([CH2:4][N:5]2[C:9]3[CH:10]=[CH:11][C:12]([N:14]4[CH:18]=[C:19]([C:20]([O:22][CH2:23][CH3:24])=[O:21])[C:25](=[O:32])[NH:26][C:27]4=[O:28])=[CH:13][C:8]=3[N:7]=[CH:6]2)[CH2:2][CH2:3]1.